From a dataset of Catalyst prediction with 721,799 reactions and 888 catalyst types from USPTO. Predict which catalyst facilitates the given reaction. (1) Reactant: [CH2:1]([P:3]([CH2:6][CH2:7][OH:8])(=[O:5])[OH:4])[CH3:2].CC(C)=[O:11].OS(O)(=O)=O.O=[Cr](=O)=O.C(O)(C)C. Product: [CH2:1]([P:3]([OH:4])([CH2:6][C:7]([OH:11])=[O:8])=[O:5])[CH3:2]. The catalyst class is: 21. (2) Product: [Cl:18][C:19]1[CH:20]=[C:21]([NH:22][C:13]2[N:12]=[C:11]([C:7]3[CH:6]=[C:5]([NH:4][C:1](=[O:3])[CH3:2])[CH:10]=[CH:9][CH:8]=3)[CH:16]=[N:15][CH:14]=2)[CH:23]=[CH:24][C:25]=1[F:26]. The catalyst class is: 11. Reactant: [C:1]([NH:4][C:5]1[CH:6]=[C:7]([C:11]2[CH:16]=[N:15][CH:14]=[C:13](Cl)[N:12]=2)[CH:8]=[CH:9][CH:10]=1)(=[O:3])[CH3:2].[Cl:18][C:19]1[CH:20]=[C:21]([CH:23]=[CH:24][C:25]=1[F:26])[NH2:22].C1C=CC(P(C2C(C3C(P(C4C=CC=CC=4)C4C=CC=CC=4)=CC=C4C=3C=CC=C4)=C3C(C=CC=C3)=CC=2)C2C=CC=CC=2)=CC=1.CC(C)([O-])C.[Na+]. (3) Reactant: [NH2:1][C:2]1[N:7]([CH2:8][CH3:9])[C:6](=[O:10])[N:5]([CH2:11][CH2:12][CH3:13])[C:4](=[O:14])[CH:3]=1.[N:15]([O-])=[O:16].[Na+]. Product: [NH2:1][C:2]1[N:7]([CH2:8][CH3:9])[C:6](=[O:10])[N:5]([CH2:11][CH2:12][CH3:13])[C:4](=[O:14])[C:3]=1[N:15]=[O:16]. The catalyst class is: 86. (4) Reactant: [F:1][C:2]1[CH:3]=[C:4]([CH:12]=[CH:13][CH:14]=1)[O:5][CH2:6][C:7]([O:9]CC)=[O:8].CO.O.O.[OH-].[Li+]. Product: [F:1][C:2]1[CH:3]=[C:4]([CH:12]=[CH:13][CH:14]=1)[O:5][CH2:6][C:7]([OH:9])=[O:8]. The catalyst class is: 1.